Dataset: Retrosynthesis with 50K atom-mapped reactions and 10 reaction types from USPTO. Task: Predict the reactants needed to synthesize the given product. (1) Given the product COCCNc1ccc2ncnc(Nc3cccc(C)c3)c2c1, predict the reactants needed to synthesize it. The reactants are: COCCBr.Cc1cccc(Nc2ncnc3ccc(N)cc23)c1. (2) Given the product CNc1cnc(-c2ccc(F)cc2)n(CC(=O)NC(C(=O)C(F)(F)F)C(C)C)c1=O, predict the reactants needed to synthesize it. The reactants are: CC(C)C(NC(=O)Cn1c(-c2ccc(F)cc2)ncc(N(C)C(=O)C(F)(F)F)c1=O)C(=O)C(F)(F)F. (3) Given the product COC(=O)c1ncc(N)nc1N, predict the reactants needed to synthesize it. The reactants are: COC(=O)c1nc(Cl)c(N)nc1N. (4) Given the product CCOC(C)OC(C)(C)C(F)(F)CCOS(=O)(=O)c1ccc(C)cc1, predict the reactants needed to synthesize it. The reactants are: CCOC(C)OC(C)(C)C(F)(F)CCO.Cc1ccc(S(=O)(=O)Cl)cc1.